From a dataset of Catalyst prediction with 721,799 reactions and 888 catalyst types from USPTO. Predict which catalyst facilitates the given reaction. (1) Reactant: Br[C:2]1[CH:3]=[C:4]([CH:14]=[CH:15][CH:16]=1)[CH2:5][O:6][Si:7]([C:10]([CH3:13])([CH3:12])[CH3:11])([CH3:9])[CH3:8].C1COCC1.C([Li])CCC.CCCCCC.[N:33]1([C:39]2[N:44]=[CH:43][C:42]([CH:45]=[O:46])=[CH:41][N:40]=2)[CH2:38][CH2:37][O:36][CH2:35][CH2:34]1. Product: [Si:7]([O:6][CH2:5][C:4]1[CH:3]=[C:2]([CH:45]([C:42]2[CH:43]=[N:44][C:39]([N:33]3[CH2:34][CH2:35][O:36][CH2:37][CH2:38]3)=[N:40][CH:41]=2)[OH:46])[CH:16]=[CH:15][CH:14]=1)([C:10]([CH3:13])([CH3:12])[CH3:11])([CH3:9])[CH3:8]. The catalyst class is: 161. (2) The catalyst class is: 14. Reactant: [Cl:1][CH2:2][CH2:3][O:4][CH2:5][C:6]([CH3:10])([CH3:9])[C:7]#[N:8].[NH2:11][OH:12]. Product: [Cl:1][CH2:2][CH2:3][O:4][CH2:5][C:6]([CH3:10])([CH3:9])[C:7]([NH:11][OH:12])=[NH:8]. (3) The catalyst class is: 1. Reactant: [Br:1][C:2]1[CH:7]=[CH:6][C:5]([CH:8]([CH2:14][CH3:15])[C:9]([O:11]CC)=[O:10])=[CH:4][CH:3]=1.[Li+].[OH-].O.Cl. Product: [Br:1][C:2]1[CH:3]=[CH:4][C:5]([CH:8]([CH2:14][CH3:15])[C:9]([OH:11])=[O:10])=[CH:6][CH:7]=1. (4) Reactant: [NH2:1][C:2](=[N:16][O:17][C:18]([O:20]CC(CC)CCCC)=O)[C@@H:3]1[CH2:7][CH2:6][CH2:5][C@@H:4]1[NH:8][C:9](=[O:15])[O:10][C:11]([CH3:14])([CH3:13])[CH3:12].C1(C)C(C)=CC=CC=1. Product: [O:20]=[C:18]1[O:17][N:16]=[C:2]([C@@H:3]2[CH2:7][CH2:6][CH2:5][C@@H:4]2[NH:8][C:9](=[O:15])[O:10][C:11]([CH3:14])([CH3:13])[CH3:12])[NH:1]1. The catalyst class is: 13. (5) Reactant: [Br:1][C:2]1[CH:7]=[CH:6][CH:5]=[C:4]([C:8]([CH:11]2[CH2:13][CH2:12]2)(O)[CH3:9])[C:3]=1[OH:14].C([SiH](CC)CC)C.FC(F)(F)C(O)=O. Product: [Br:1][C:2]1[CH:7]=[CH:6][CH:5]=[C:4]([CH:8]([CH:11]2[CH2:12][CH2:13]2)[CH3:9])[C:3]=1[OH:14]. The catalyst class is: 4. (6) Reactant: [F:1][C:2]1[CH:30]=[C:29]([F:31])[CH:28]=[CH:27][C:3]=1[O:4][C:5]1[CH:6]=[CH:7][C:8]2[N:9]([CH:11]=[CH:12][C:13](=[O:26])[C:14]=2[C:15]2[CH:16]=[C:17]([CH:21]=[CH:22][C:23]=2[O:24][CH3:25])[C:18]([OH:20])=O)[N:10]=1.C(N(CC)CC)C.C(OC(Cl)=O)C.[CH:45]1([NH2:48])[CH2:47][CH2:46]1. Product: [CH:45]1([NH:48][C:18](=[O:20])[C:17]2[CH:21]=[CH:22][C:23]([O:24][CH3:25])=[C:15]([C:14]3[C:13](=[O:26])[CH:12]=[CH:11][N:9]4[C:8]=3[CH:7]=[CH:6][C:5]([O:4][C:3]3[CH:27]=[CH:28][C:29]([F:31])=[CH:30][C:2]=3[F:1])=[N:10]4)[CH:16]=2)[CH2:47][CH2:46]1. The catalyst class is: 2. (7) Reactant: C(OC(=O)[NH:7][C:8]1([C:12]2[CH:17]=[CH:16][C:15]([C:18]3[C:23]([C:24]4[CH:29]=[CH:28][CH:27]=[CH:26][CH:25]=4)=[CH:22][N:21]4[C:30]([CH:33]=[CH2:34])=[CH:31][N:32]=[C:20]4[N:19]=3)=[CH:14][CH:13]=2)[CH2:11][CH2:10][CH2:9]1)(C)(C)C.Cl.CO. Product: [C:24]1([C:23]2[C:18]([C:15]3[CH:14]=[CH:13][C:12]([C:8]4([NH2:7])[CH2:9][CH2:10][CH2:11]4)=[CH:17][CH:16]=3)=[N:19][C:20]3[N:21]([C:30]([CH:33]=[CH2:34])=[CH:31][N:32]=3)[CH:22]=2)[CH:25]=[CH:26][CH:27]=[CH:28][CH:29]=1. The catalyst class is: 5.